Predict the reactants needed to synthesize the given product. From a dataset of Full USPTO retrosynthesis dataset with 1.9M reactions from patents (1976-2016). (1) The reactants are: [CH2:1]([O:3][C:4]([C:6]1[NH:7][C:8]2[C:13]([C:14]=1[CH3:15])=[CH:12][C:11]([Br:16])=[CH:10][CH:9]=2)=[O:5])[CH3:2].[CH:17]([O:20][C:21]1[CH:26]=[CH:25][C:24](B(O)O)=[CH:23][CH:22]=1)([CH3:19])[CH3:18]. Given the product [CH2:1]([O:3][C:4]([C:6]1[N:7]([C:24]2[CH:25]=[CH:26][C:21]([O:20][CH:17]([CH3:19])[CH3:18])=[CH:22][CH:23]=2)[C:8]2[C:13]([C:14]=1[CH3:15])=[CH:12][C:11]([Br:16])=[CH:10][CH:9]=2)=[O:5])[CH3:2], predict the reactants needed to synthesize it. (2) Given the product [CH2:1]([O:8][C@@H:9]1[C@@H:14]([O:15][CH2:16][C:17]2[CH:18]=[CH:19][CH:20]=[CH:21][CH:22]=2)[C@H:13]([O:23][CH2:24][C:25]2[CH:26]=[CH:27][CH:28]=[CH:29][CH:30]=2)[C@@H:12]([CH2:31][OH:32])[O:11][C@H:10]1[O:36][CH2:37][C@H:38]1[O:43][C@@H:42]([O:44][CH2:45][C@H:46]2[O:58][C@@H:50]([S:51][C:52]3[CH:57]=[CH:56][CH:55]=[CH:54][CH:53]=3)[C@H:49]([O:59][CH2:60][C:61]3[CH:66]=[CH:65][CH:64]=[CH:63][CH:62]=3)[C@@H:48]([O:67][CH2:68][C:69]3[CH:70]=[CH:71][CH:72]=[CH:73][CH:74]=3)[C@@H:47]2[O:75][CH2:76][C:77]2[CH:78]=[CH:79][CH:80]=[CH:81][CH:82]=2)[C@H:41]([O:83][CH2:84][C:85]2[CH:86]=[CH:87][CH:88]=[CH:89][CH:90]=2)[C@@H:40]([O:91][CH2:92][C:93]2[CH:98]=[CH:97][CH:96]=[CH:95][CH:94]=2)[C@@H:39]1[O:99][CH2:100][C:101]1[CH:106]=[CH:105][CH:104]=[CH:103][CH:102]=1)[C:2]1[CH:7]=[CH:6][CH:5]=[CH:4][CH:3]=1, predict the reactants needed to synthesize it. The reactants are: [CH2:1]([O:8][C@@H:9]1[C@@H:14]([O:15][CH2:16][C:17]2[CH:22]=[CH:21][CH:20]=[CH:19][CH:18]=2)[C@H:13]([O:23][CH2:24][C:25]2[CH:30]=[CH:29][CH:28]=[CH:27][CH:26]=2)[C@@H:12]([CH2:31][O:32]C(=O)C)[O:11][C@H:10]1[O:36][CH2:37][C@H:38]1[O:43][C@@H:42]([O:44][CH2:45][C@H:46]2[O:58][C@@H:50]([S:51][C:52]3[CH:57]=[CH:56][CH:55]=[CH:54][CH:53]=3)[C@H:49]([O:59][CH2:60][C:61]3[CH:66]=[CH:65][CH:64]=[CH:63][CH:62]=3)[C@@H:48]([O:67][CH2:68][C:69]3[CH:74]=[CH:73][CH:72]=[CH:71][CH:70]=3)[C@@H:47]2[O:75][CH2:76][C:77]2[CH:82]=[CH:81][CH:80]=[CH:79][CH:78]=2)[C@H:41]([O:83][CH2:84][C:85]2[CH:90]=[CH:89][CH:88]=[CH:87][CH:86]=2)[C@@H:40]([O:91][CH2:92][C:93]2[CH:98]=[CH:97][CH:96]=[CH:95][CH:94]=2)[C@@H:39]1[O:99][CH2:100][C:101]1[CH:106]=[CH:105][CH:104]=[CH:103][CH:102]=1)[C:2]1[CH:7]=[CH:6][CH:5]=[CH:4][CH:3]=1.C([O-])([O-])=O.[Cs+].[Cs+]. (3) Given the product [NH:38]1[C:29]2=[CH:30][C:31]3[O:32][CH2:33][CH2:34][O:35][C:36]=3[CH:37]=[C:28]2[N:27]=[C:26]1[C@@H:22]1[CH2:23][CH2:24][CH2:25][N:21]1[C:14]([C@H:13]([CH2:17][CH2:18][CH2:19][CH3:20])[CH2:12][N:9]([OH:8])[CH:10]=[O:11])=[O:15], predict the reactants needed to synthesize it. The reactants are: C([O:8][N:9]([CH2:12][C@@H:13]([CH2:17][CH2:18][CH2:19][CH3:20])[C:14](O)=[O:15])[CH:10]=[O:11])C1C=CC=CC=1.[NH:21]1[CH2:25][CH2:24][CH2:23][C@H:22]1[C:26]1[NH:38][C:29]2=[CH:30][C:31]3[O:32][CH2:33][CH2:34][O:35][C:36]=3[CH:37]=[C:28]2[N:27]=1. (4) Given the product [OH:23][CH2:22][CH2:21][N:5]1[C:4]2[CH2:3][C:2]([CH3:19])([CH3:1])[CH2:14][C:13]3=[N:15][NH:16][C:17](=[O:18])[C:10]4[C:11]([C:12]=23)=[C:6]1[CH:7]=[CH:8][CH:9]=4, predict the reactants needed to synthesize it. The reactants are: [CH3:1][C:2]1([CH3:19])[CH2:14][C:13]2=[N:15][NH:16][C:17](=[O:18])[C:10]3[C:11]4[C:12]2=[C:4]([NH:5][C:6]=4[CH:7]=[CH:8][CH:9]=3)[CH2:3]1.Br[CH2:21][CH2:22][O:23]C1CCCCO1.C([O-])([O-])=O.[K+].[K+].CC1C=CC(S(O)(=O)=O)=CC=1. (5) Given the product [CH:34]([C:2]1[CH:3]=[C:4]([CH:10]=[C:11]([C:29]([F:32])([F:31])[F:30])[C:12]=1[CH2:13][N:14]1[CH2:19][CH2:18][CH2:17][C@H:16]([N:20]([CH3:28])[C:21]([O:23][C:24]([CH3:27])([CH3:26])[CH3:25])=[O:22])[CH2:15]1)[C:5]([O:7][CH2:8][CH3:9])=[O:6])=[CH2:35], predict the reactants needed to synthesize it. The reactants are: Br[C:2]1[CH:3]=[C:4]([CH:10]=[C:11]([C:29]([F:32])([F:31])[F:30])[C:12]=1[CH2:13][N:14]1[CH2:19][CH2:18][CH2:17][C@H:16]([N:20]([CH3:28])[C:21]([O:23][C:24]([CH3:27])([CH3:26])[CH3:25])=[O:22])[CH2:15]1)[C:5]([O:7][CH2:8][CH3:9])=[O:6].[B-](F)(F)(F)[CH:34]=[CH2:35].[K+]. (6) Given the product [OH:18][C:2]1[CH:3]=[C:4]([CH:8]=[C:9]([S:11]([F:16])([F:15])([F:14])([F:13])[F:12])[CH:10]=1)[C:5]([OH:7])=[O:6], predict the reactants needed to synthesize it. The reactants are: N[C:2]1[CH:3]=[C:4]([CH:8]=[C:9]([S:11]([F:16])([F:15])([F:14])([F:13])[F:12])[CH:10]=1)[C:5]([OH:7])=[O:6].N([O-])=[O:18].[Na+]. (7) Given the product [NH2:28][C:3]1[C:2]([Cl:1])=[CH:7][C:6]([CH2:8][NH:9][C:10]([NH2:26])=[N:11][C:12](=[O:25])[CH2:13][C:14]2[C:22]3[C:17](=[CH:18][CH:19]=[CH:20][CH:21]=3)[N:16]([CH3:32])[CH:15]=2)=[CH:5][C:4]=1[Cl:27], predict the reactants needed to synthesize it. The reactants are: [Cl:1][C:2]1[CH:7]=[C:6]([CH2:8][NH:9][C:10]([NH2:26])=[N:11][C:12](=[O:25])[CH2:13][C:14]2[C:22]3[C:17](=[CH:18][CH:19]=[C:20](OC)[CH:21]=3)[NH:16][CH:15]=2)[CH:5]=[C:4]([Cl:27])[C:3]=1[NH:28]C(=O)C.[CH3:32]N1C2C(=CC=CC=2)C(CC(O)=O)=C1.COC1C=C2C(=CC=1)NC=C2CC(N(C(SC)=N)C(=O)OC(C)(C)C)=O.ClC1C=C(C=C(Cl)C=1N)CN. (8) The reactants are: P([O-])([O-])([O-])=O.[O:6]1[CH2:10][CH2:9][CH2:8]C1.C(#N)C.[N+](C1C=CC(COC(C2N3[C@H](SC=2)C(C(OC(=O)C)C2C=[C:37]4[S:38][CH2:39][CH2:40][N:36]4[N:35]=2)(Br)C3=O)=O)=CC=1)([O-])=O. Given the product [S:38]1[CH2:39][CH2:40][N:36]2[N:35]=[CH:8][C:9]([CH:10]=[O:6])=[C:37]12, predict the reactants needed to synthesize it. (9) Given the product [OH:34][CH:27]([CH3:26])[CH2:28][N:29]([CH2:30][CH:31]([OH:33])[CH3:32])[C:2]1[C:19]([N+:20]([O-:22])=[O:21])=[CH:18][C:17]([N+:23]([O-:25])=[O:24])=[CH:16][C:3]=1[C:4]([NH:6][CH2:7][CH2:8][O:9][CH:10]1[CH2:15][CH2:14][CH2:13][CH2:12][O:11]1)=[O:5], predict the reactants needed to synthesize it. The reactants are: Cl[C:2]1[C:19]([N+:20]([O-:22])=[O:21])=[CH:18][C:17]([N+:23]([O-:25])=[O:24])=[CH:16][C:3]=1[C:4]([NH:6][CH2:7][CH2:8][O:9][CH:10]1[CH2:15][CH2:14][CH2:13][CH2:12][O:11]1)=[O:5].[CH3:26][CH:27]([OH:34])[CH2:28][NH:29][CH2:30][CH:31]([OH:33])[CH3:32]. (10) Given the product [Cl:3][C:4]1[CH:32]=[CH:31][C:7]2[N:8]([C:18]([C:20]3[CH:21]=[CH:22][C:23]4[O:28][CH2:27][C:26](=[O:29])[NH:25][C:24]=4[CH:30]=3)=[O:19])[C@@H:9]([CH2:12][C:13]([OH:15])=[O:14])[CH2:10][O:11][C:6]=2[CH:5]=1, predict the reactants needed to synthesize it. The reactants are: [Li+].[OH-].[Cl:3][C:4]1[CH:32]=[CH:31][C:7]2[N:8]([C:18]([C:20]3[CH:21]=[CH:22][C:23]4[O:28][CH2:27][C:26](=[O:29])[NH:25][C:24]=4[CH:30]=3)=[O:19])[C@@H:9]([CH2:12][C:13]([O:15]CC)=[O:14])[CH2:10][O:11][C:6]=2[CH:5]=1.CCOC(C)=O.